This data is from Reaction yield outcomes from USPTO patents with 853,638 reactions. The task is: Predict the reaction yield, written as a fraction of the theoretical maximum amount of product (1.0 means a 100% yield; for example, 0.34 means a 34% yield). (1) The reactants are Cl[C:2]1[C:7]([CH2:8][CH2:9][OH:10])=[C:6]([Cl:11])[N:5]=[C:4]([S:12][CH3:13])[N:3]=1.[F:14][C:15]1([F:20])[CH2:18][CH:17]([NH2:19])[CH2:16]1.CCN(C(C)C)C(C)C. The catalyst is C(#N)C. The product is [Cl:11][C:6]1[C:7]([CH2:8][CH2:9][OH:10])=[C:2]([NH:19][CH:17]2[CH2:18][C:15]([F:20])([F:14])[CH2:16]2)[N:3]=[C:4]([S:12][CH3:13])[N:5]=1. The yield is 0.930. (2) The product is [CH3:9][O:10][C:11]1[CH:12]=[CH:13][C:14]([S:17]([N:1]2[CH2:6][CH2:5][CH:4]([C:7]#[N:8])[CH2:3][CH2:2]2)(=[O:19])=[O:18])=[CH:15][CH:16]=1. The yield is 0.790. The catalyst is ClCCCl. The reactants are [NH:1]1[CH2:6][CH2:5][CH:4]([C:7]#[N:8])[CH2:3][CH2:2]1.[CH3:9][O:10][C:11]1[CH:16]=[CH:15][C:14]([S:17](Cl)(=[O:19])=[O:18])=[CH:13][CH:12]=1.C(Cl)(Cl)Cl.